Dataset: Full USPTO retrosynthesis dataset with 1.9M reactions from patents (1976-2016). Task: Predict the reactants needed to synthesize the given product. (1) Given the product [CH3:1][O:2][C:3]([C:5]1[S:9][C:8](/[CH:10]=[CH:11]\[CH2:12][N:13]2[C:17](=[O:18])[CH2:16][CH2:15][C@@H:14]2[C:19]([OH:21])=[O:20])=[CH:7][CH:6]=1)=[O:4], predict the reactants needed to synthesize it. The reactants are: [CH3:1][O:2][C:3]([C:5]1[S:9][C:8](/[CH:10]=[CH:11]\[CH2:12][N:13]2[C:17](=[O:18])[CH2:16][CH2:15][C@@H:14]2[C:19]([O:21]C(C)(C)C)=[O:20])=[CH:7][CH:6]=1)=[O:4].FC(F)(F)C(O)=O. (2) Given the product [OH:8][CH:7]([C:2]1[CH:3]=[CH:4][CH:5]=[CH:6][N:1]=1)[C:10]([F:12])([F:11])[F:9], predict the reactants needed to synthesize it. The reactants are: [N:1]1[CH:6]=[CH:5][CH:4]=[CH:3][C:2]=1[CH:7]=[O:8].[F:9][C:10]([Si](C)(C)C)([F:12])[F:11].[F-].C([N+](CCCC)(CCCC)CCCC)CCC.Cl.